This data is from Forward reaction prediction with 1.9M reactions from USPTO patents (1976-2016). The task is: Predict the product of the given reaction. (1) Given the reactants [N:1]1[CH:6]=[CH:5][CH:4]=[CH:3][C:2]=1[C:7]1[CH:12]=[CH:11][C:10](B(O)O)=[CH:9][CH:8]=1.Cl[C:17]1[CH:18]=[C:19]([C:29]2[N:34]=[C:33]([C:35]3[CH:36]=[C:37]([C:42]4[CH:47]=[CH:46][CH:45]=[CH:44][CH:43]=4)[CH:38]=[C:39](Cl)[CH:40]=3)[N:32]=[C:31]([C:48]3[CH:49]=[C:50]([C:60]4[CH:65]=[CH:64][CH:63]=[CH:62][CH:61]=4)[CH:51]=[C:52]([C:54]4[CH:59]=[CH:58][CH:57]=[CH:56][CH:55]=4)[CH:53]=3)[N:30]=2)[CH:20]=[C:21]([C:23]2[CH:28]=[CH:27][CH:26]=[CH:25][CH:24]=2)[CH:22]=1.C(=O)([O-])[O-].[Cs+].[Cs+], predict the reaction product. The product is: [N:1]1[CH:6]=[CH:5][CH:4]=[CH:3][C:2]=1[C:7]1[CH:12]=[CH:11][C:10]([C:17]2[CH:18]=[C:19]([C:29]3[N:34]=[C:33]([C:35]4[CH:36]=[C:37]([C:42]5[CH:47]=[CH:46][CH:45]=[CH:44][CH:43]=5)[CH:38]=[C:39]([C:10]5[CH:9]=[CH:8][C:7]([C:2]6[CH:3]=[CH:4][CH:5]=[CH:6][N:1]=6)=[CH:12][CH:11]=5)[CH:40]=4)[N:32]=[C:31]([C:48]4[CH:49]=[C:50]([C:60]5[CH:65]=[CH:64][CH:63]=[CH:62][CH:61]=5)[CH:51]=[C:52]([C:54]5[CH:59]=[CH:58][CH:57]=[CH:56][CH:55]=5)[CH:53]=4)[N:30]=3)[CH:20]=[C:21]([C:23]3[CH:28]=[CH:27][CH:26]=[CH:25][CH:24]=3)[CH:22]=2)=[CH:9][CH:8]=1. (2) Given the reactants [C:1]1([C:7]2[CH:16]=[CH:15][C:14]3[CH2:13][CH2:12][CH2:11][CH2:10][C:9]=3[N:8]=2)[CH:6]=[CH:5][CH:4]=[CH:3][CH:2]=1.OO.C([O-])([O-])=[O:20].[Na+].[Na+].[OH-].[Na+], predict the reaction product. The product is: [OH:20][CH:10]1[C:9]2[N:8]=[C:7]([C:1]3[CH:2]=[CH:3][CH:4]=[CH:5][CH:6]=3)[CH:16]=[CH:15][C:14]=2[CH2:13][CH2:12][CH2:11]1. (3) Given the reactants O[CH2:2][C:3]1[N:4]=[C:5]([NH:8][C:9](=[O:15])[O:10][C:11]([CH3:14])([CH3:13])[CH3:12])[S:6][CH:7]=1.CCN(CC)CC.CS(Cl)(=O)=O.[NH:28]1[CH2:33][CH2:32][O:31][CH2:30][CH2:29]1, predict the reaction product. The product is: [O:31]1[CH2:32][CH2:33][N:28]([CH2:2][C:3]2[N:4]=[C:5]([NH:8][C:9](=[O:15])[O:10][C:11]([CH3:14])([CH3:13])[CH3:12])[S:6][CH:7]=2)[CH2:29][CH2:30]1. (4) The product is: [Cl:31][C:20]1[CH:19]=[CH:18][C:17]([N:5]2[C:6]([C:7]3[C:12]([F:13])=[CH:11][C:10]([O:14][CH3:15])=[CH:9][C:8]=3[F:16])=[C:2]([Cl:1])[N:3]=[C:4]2[CH3:25])=[CH:22][N:21]=1. Given the reactants [Cl:1][C:2]1[N:3]=[C:4]([CH3:25])[N:5]([C:17]2[CH:18]=[CH:19][C:20](OC)=[N:21][CH:22]=2)[C:6]=1[C:7]1[C:12]([F:13])=[CH:11][C:10]([O:14][CH3:15])=[CH:9][C:8]=1[F:16].O.[OH-].[Na+].O=P(Cl)(Cl)[Cl:31], predict the reaction product. (5) Given the reactants [H-].[Na+].[CH:3]1([CH2:6][N:7]2[CH2:12][CH2:11][CH:10]([OH:13])[CH2:9][CH2:8]2)[CH2:5][CH2:4]1.[Cl:14][C:15]1[CH:20]=[CH:19][CH:18]=[C:17](Cl)[N:16]=1, predict the reaction product. The product is: [Cl:14][C:15]1[CH:20]=[CH:19][CH:18]=[C:17]([O:13][CH:10]2[CH2:11][CH2:12][N:7]([CH2:6][CH:3]3[CH2:4][CH2:5]3)[CH2:8][CH2:9]2)[N:16]=1. (6) Given the reactants [CH3:1][C@H:2]1[CH2:7][C@@H:6]([OH:8])[C@H:5]([CH:9]([CH3:11])[CH3:10])[CH2:4][CH2:3]1.C1(P(C2C=CC=CC=2)C2C=CC=CC=2)C=CC=CC=1.[N+:31]([C:34]1[CH:42]=[CH:41][C:37]([C:38]([OH:40])=[O:39])=[CH:36][CH:35]=1)([O-:33])=[O:32].C(OC(N=NC(OC(C)C)=O)=O)(C)C.C1(C)C=CC=CC=1, predict the reaction product. The product is: [N+:31]([C:34]1[CH:35]=[CH:36][C:37]([C:38]([O:40][C@@:6]2([OH:8])[CH2:7][C@H:2]([CH3:1])[CH2:3][CH2:4][C@H:5]2[CH:9]([CH3:11])[CH3:10])=[O:39])=[CH:41][CH:42]=1)([O-:33])=[O:32].[CH:2]1([CH3:1])[CH2:3][CH2:4][CH:5]([CH:9]([CH3:10])[CH3:11])[CH:6]([OH:8])[CH2:7]1. (7) Given the reactants [I-].[CH3:2][S+](C)(C)=O.[CH3:7][O:8][CH2:9][O:10][C:11]1[C:16]([CH3:17])=[CH:15][CH:14]=[C:13]([O:18][CH2:19][O:20][CH3:21])[C:12]=1[C:22](=[CH2:28])[C:23]([O:25][CH2:26][CH3:27])=[O:24], predict the reaction product. The product is: [CH3:7][O:8][CH2:9][O:10][C:11]1[C:16]([CH3:17])=[CH:15][CH:14]=[C:13]([O:18][CH2:19][O:20][CH3:21])[C:12]=1[C:22]1([C:23]([O:25][CH2:26][CH3:27])=[O:24])[CH2:2][CH2:28]1. (8) Given the reactants [C:1]([O:4][C@H:5]1[C@H:10]([O:11][C:12](=[O:14])[CH3:13])[C@@H:9]([O:15][C:16](=[O:18])[CH3:17])[C@H:8]([C:19]2[CH:24]=[CH:23][C:22]([Cl:25])=[C:21]([CH2:26][C:27]3[CH:32]=[CH:31][C:30]([OH:33])=[CH:29][CH:28]=3)[CH:20]=2)[O:7][C@@H:6]1[CH2:34][O:35][C:36](=[O:38])[CH3:37])(=[O:3])[CH3:2].CCN(CC)CC.[S:46](O[S:46]([C:49]([F:52])([F:51])[F:50])(=[O:48])=[O:47])([C:49]([F:52])([F:51])[F:50])(=[O:48])=[O:47], predict the reaction product. The product is: [C:1]([O:4][C@H:5]1[C@H:10]([O:11][C:12](=[O:14])[CH3:13])[C@@H:9]([O:15][C:16](=[O:18])[CH3:17])[C@@H:8]([C:19]2[CH:24]=[CH:23][C:22]([Cl:25])=[C:21]([CH2:26][C:27]3[CH:28]=[CH:29][C:30]([O:33][S:46]([C:49]([F:52])([F:51])[F:50])(=[O:48])=[O:47])=[CH:31][CH:32]=3)[CH:20]=2)[O:7][C@@H:6]1[CH2:34][O:35][C:36](=[O:38])[CH3:37])(=[O:3])[CH3:2].